From a dataset of Forward reaction prediction with 1.9M reactions from USPTO patents (1976-2016). Predict the product of the given reaction. (1) Given the reactants [CH2:1]([NH:8][CH:9]([CH3:26])[CH2:10][CH:11]([C:19]1[CH:24]=[CH:23][C:22]([OH:25])=[CH:21][CH:20]=1)[C:12]1[CH:17]=[CH:16][C:15]([OH:18])=[CH:14][CH:13]=1)[C:2]1[CH:7]=[CH:6][CH:5]=[CH:4][CH:3]=1.[CH2:27]([CH:35]1[CH2:37][O:36]1)[CH2:28][C:29]1[CH:34]=[CH:33][CH:32]=[CH:31][CH:30]=1.FC(F)(F)S([O-])(=O)=O.[Yb+3].FC(F)(F)S([O-])(=O)=O.FC(F)(F)S([O-])(=O)=O.C(=O)(O)[O-].[Na+], predict the reaction product. The product is: [CH2:1]([N:8]([CH:9]([CH3:26])[CH2:10][CH:11]([C:12]1[CH:17]=[CH:16][C:15]([OH:18])=[CH:14][CH:13]=1)[C:19]1[CH:20]=[CH:21][C:22]([OH:25])=[CH:23][CH:24]=1)[CH2:37][CH:35]([OH:36])[CH2:27][CH2:28][C:29]1[CH:34]=[CH:33][CH:32]=[CH:31][CH:30]=1)[C:2]1[CH:3]=[CH:4][CH:5]=[CH:6][CH:7]=1. (2) Given the reactants Cl.[F:2][C:3]1[CH:4]=[N:5][C:6]([C@@H:9]([NH2:11])[CH3:10])=[N:7][CH:8]=1.Cl[C:13]1[N:18]=[C:17]([NH:19][C:20]2[CH:24]=[C:23]([CH3:25])[NH:22][N:21]=2)[C:16]([Cl:26])=[CH:15][N:14]=1.CCN(C(C)C)C(C)C, predict the reaction product. The product is: [Cl:26][C:16]1[C:17]([NH:19][C:20]2[CH:24]=[C:23]([CH3:25])[NH:22][N:21]=2)=[N:18][C:13]([NH:11][C@H:9]([C:6]2[N:7]=[CH:8][C:3]([F:2])=[CH:4][N:5]=2)[CH3:10])=[N:14][CH:15]=1.